This data is from Full USPTO retrosynthesis dataset with 1.9M reactions from patents (1976-2016). The task is: Predict the reactants needed to synthesize the given product. (1) Given the product [OH:28][C:27]1[CH:29]=[C:30]([OH:31])[CH:32]=[CH:33][C:34]=1[C:1]12[CH2:10][CH:5]3[CH2:6][CH:7]([CH2:9][CH:3]([CH2:4]3)[CH2:2]1)[CH2:8]2, predict the reactants needed to synthesize it. The reactants are: [C:1]12(O)[CH2:10][CH:5]3[CH2:6][CH:7]([CH2:9][CH:3]([CH2:4]3)[CH2:2]1)[CH2:8]2.O.C1(C)C=CC(S(O)(=O)=O)=CC=1.C(O)C.[C:27]1([CH:34]=[CH:33][CH:32]=[C:30]([OH:31])[CH:29]=1)[OH:28]. (2) Given the product [NH2:1][C:2]1[C:10]([I:11])=[C:6]([C:5]([I:12])=[C:4]([C:13](=[O:14])[N:1]([CH2:18][CH:17]=[CH2:21])[CH2:2][CH:10]=[CH2:6])[C:3]=1[I:16])[C:7]([Cl:9])=[O:8], predict the reactants needed to synthesize it. The reactants are: [NH2:1][C:2]1[C:3]([I:16])=[C:4]([C:13](Cl)=[O:14])[C:5]([I:12])=[C:6]([C:10]=1[I:11])[C:7]([Cl:9])=[O:8].[CH2:17]1[CH2:21]OC[CH2:18]1.